From a dataset of Full USPTO retrosynthesis dataset with 1.9M reactions from patents (1976-2016). Predict the reactants needed to synthesize the given product. (1) Given the product [CH:37]([NH:34][C:35]([N:24]1[CH2:23][CH2:22][CH:21]([CH:20]([C:27]2[CH:32]=[CH:31][CH:30]=[CH:29][CH:28]=2)[CH2:19][CH2:18][N:14]2[CH2:15][CH:16]3[CH:12]([CH2:11][N:10]([C:8]([C:7]4[C:6]([CH3:33])=[N:5][CH:4]=[N:3][C:2]=4[CH3:1])=[O:9])[CH2:17]3)[CH2:13]2)[CH2:26][CH2:25]1)=[O:36])([CH3:39])[CH3:38], predict the reactants needed to synthesize it. The reactants are: [CH3:1][C:2]1[C:7]([C:8]([N:10]2[CH2:17][CH:16]3[CH:12]([CH2:13][N:14]([CH2:18][CH2:19][CH:20]([C:27]4[CH:32]=[CH:31][CH:30]=[CH:29][CH:28]=4)[CH:21]4[CH2:26][CH2:25][NH:24][CH2:23][CH2:22]4)[CH2:15]3)[CH2:11]2)=[O:9])=[C:6]([CH3:33])[N:5]=[CH:4][N:3]=1.[N:34]([C:37](C)([CH3:39])[CH3:38])=[C:35]=[O:36].N(CC)=C=O.N(C1CCCC1)=C=O. (2) Given the product [OH:22][CH2:21][CH:18]([NH:17][C:15](=[O:16])[O:14][C:11]([CH3:12])([CH3:10])[CH3:13])[C:19]([NH:9][C:5]1[CH:6]=[CH:7][CH:8]=[C:3]([O:2][CH3:1])[CH:4]=1)=[O:20], predict the reactants needed to synthesize it. The reactants are: [CH3:1][O:2][C:3]1[CH:8]=[CH:7][CH:6]=[C:5]([NH2:9])[CH:4]=1.[CH3:10][C:11]([O:14][C:15]([NH:17][C@@H:18]1[C:21](=[O:22])[O:20][CH2:19]1)=[O:16])([CH3:13])[CH3:12]. (3) Given the product [OH:29][C:26]([CH:24]1[CH2:25][N:22]([C:3]2[C:2]([C:34]3[CH:35]=[N:36][C:31]([CH3:30])=[CH:32][CH:33]=3)=[CH:21][C:6]([C:7]([NH:9][C:10]3[CH:15]=[CH:14][C:13]([O:16][C:17]([F:20])([F:19])[F:18])=[CH:12][CH:11]=3)=[O:8])=[CH:5][N:4]=2)[CH2:23]1)([CH3:28])[CH3:27], predict the reactants needed to synthesize it. The reactants are: Br[C:2]1[C:3]([N:22]2[CH2:25][CH:24]([C:26]([OH:29])([CH3:28])[CH3:27])[CH2:23]2)=[N:4][CH:5]=[C:6]([CH:21]=1)[C:7]([NH:9][C:10]1[CH:15]=[CH:14][C:13]([O:16][C:17]([F:20])([F:19])[F:18])=[CH:12][CH:11]=1)=[O:8].[CH3:30][C:31]1[N:36]=[CH:35][C:34](B(O)O)=[CH:33][CH:32]=1. (4) Given the product [Br:3][C:4]1[CH:9]=[CH:8][C:7]([NH:10][C:21]2[C:13]([NH:12][S:24]([CH:27]3[CH2:28][CH2:29]3)(=[O:25])=[O:26])=[C:14]3[N:18]([CH2:17][CH2:16][CH2:15]3)[C:19](=[O:23])[C:20]=2[CH3:22])=[C:6]([F:31])[CH:5]=1, predict the reactants needed to synthesize it. The reactants are: [OH-].[Na+].[Br:3][C:4]1[CH:9]=[CH:8][C:7]([N:10]2[C:21]3[C:13](=[C:14]4[N:18]([C:19](=[O:23])[C:20]=3[CH3:22])[CH2:17][CH2:16][CH2:15]4)[N:12]([S:24]([CH:27]3[CH2:29][CH2:28]3)(=[O:26])=[O:25])C2=O)=[C:6]([F:31])[CH:5]=1. (5) Given the product [CH:24]([C:22]1[N:23]=[C:19]([CH2:18][CH2:17][C:15]2[CH:14]=[CH:13][N:5]3[C:6](=[O:12])[C:7](/[CH:8]=[CH:9]/[C:10]#[N:11])=[C:2]([O:1][CH2:42][CH:43]4[CH2:47][CH2:46][O:45][CH2:44]4)[N:3]=[C:4]3[CH:16]=2)[S:20][CH:21]=1)([CH3:26])[CH3:25], predict the reactants needed to synthesize it. The reactants are: [OH:1][C:2]1[N:3]=[C:4]2[CH:16]=[C:15]([CH2:17][CH2:18][C:19]3[S:20][CH:21]=[C:22]([CH:24]([CH3:26])[CH3:25])[N:23]=3)[CH:14]=[CH:13][N:5]2[C:6](=[O:12])[C:7]=1/[CH:8]=[CH:9]/[C:10]#[N:11].CN(C)C=O.C(N(C(C)C)CC)(C)C.I[CH2:42][CH:43]1[CH2:47][CH2:46][O:45][CH2:44]1.